This data is from TCR-epitope binding with 47,182 pairs between 192 epitopes and 23,139 TCRs. The task is: Binary Classification. Given a T-cell receptor sequence (or CDR3 region) and an epitope sequence, predict whether binding occurs between them. (1) The epitope is KAYNVTQAF. The TCR CDR3 sequence is CASSFDRDEQFF. Result: 1 (the TCR binds to the epitope). (2) The epitope is RPPIFIRRL. The TCR CDR3 sequence is CASSQLGQGSSYEQYF. Result: 0 (the TCR does not bind to the epitope). (3) The epitope is IYSKHTPINL. The TCR CDR3 sequence is CASSPSDRNQETQYF. Result: 1 (the TCR binds to the epitope). (4) The epitope is TPQDLNTML. The TCR CDR3 sequence is CASSQEGGGGGQPQHF. Result: 1 (the TCR binds to the epitope). (5) The epitope is KMQRMLLEK. The TCR CDR3 sequence is CASSLGGTNHGYTF. Result: 0 (the TCR does not bind to the epitope).